From a dataset of Full USPTO retrosynthesis dataset with 1.9M reactions from patents (1976-2016). Predict the reactants needed to synthesize the given product. (1) Given the product [C:1]([C:3]1[S:4][C:5]2[CH:11]=[C:10]([O:12][CH2:13][C:14]3[CH:19]=[CH:18][CH:17]=[C:16]([CH2:20][N:31]4[CH2:32][CH2:33][N:28]([C:22]5[CH:27]=[CH:26][CH:25]=[CH:24][CH:23]=5)[CH2:29][CH2:30]4)[CH:15]=3)[CH:9]=[CH:8][C:6]=2[N:7]=1)#[N:2], predict the reactants needed to synthesize it. The reactants are: [C:1]([C:3]1[S:4][C:5]2[CH:11]=[C:10]([O:12][CH2:13][C:14]3[CH:19]=[CH:18][CH:17]=[C:16]([CH2:20]Br)[CH:15]=3)[CH:9]=[CH:8][C:6]=2[N:7]=1)#[N:2].[C:22]1([N:28]2[CH2:33][CH2:32][NH:31][CH2:30][CH2:29]2)[CH:27]=[CH:26][CH:25]=[CH:24][CH:23]=1.C(=O)(O)[O-].[Na+]. (2) Given the product [CH2:1]([O:3][CH2:4][C:5]1[N:6]([NH:19][CH:20]([CH3:21])[CH3:22])[C:7]2[C:16]3[CH2:15][CH2:14][CH2:13][CH2:12][C:11]=3[N:10]=[C:9]([NH2:17])[C:8]=2[N:18]=1)[CH3:2], predict the reactants needed to synthesize it. The reactants are: [CH2:1]([O:3][CH2:4][C:5]1[N:6]([NH:19][CH:20]([CH3:22])[CH3:21])[C:7]2[C:16]3[CH:15]=[CH:14][CH:13]=[CH:12][C:11]=3[N:10]=[C:9]([NH2:17])[C:8]=2[N:18]=1)[CH3:2]. (3) Given the product [CH3:19][CH:17]1[CH2:16][C:15]([C:8]2[CH:9]=[C:10]([OH:13])[CH:11]=[CH:12][C:7]=2[OH:6])([C:20]2[CH:21]=[CH:22][CH:23]=[CH:24][CH:25]=2)[CH2:18]1, predict the reactants needed to synthesize it. The reactants are: B(Br)(Br)Br.C[O:6][C:7]1[CH:12]=[CH:11][C:10]([O:13]C)=[CH:9][C:8]=1[C:15]1([C:20]2[CH:25]=[CH:24][CH:23]=[CH:22][CH:21]=2)[CH2:18][CH:17]([CH3:19])[CH2:16]1.O. (4) Given the product [C:14]([C:3]1[CH:4]=[C:5]([CH:10]=[CH:11][C:2]=1[OH:1])[C:6]([O:8][CH3:9])=[O:7])#[N:15], predict the reactants needed to synthesize it. The reactants are: [OH:1][C:2]1[CH:11]=[CH:10][C:5]([C:6]([O:8][CH3:9])=[O:7])=[CH:4][C:3]=1I.C[CH2:14][N:15](C(C)C)C(C)C.ClC(OCC1C=CC=CC=1)=O.